This data is from NCI-60 drug combinations with 297,098 pairs across 59 cell lines. The task is: Regression. Given two drug SMILES strings and cell line genomic features, predict the synergy score measuring deviation from expected non-interaction effect. (1) Drug 1: CC1=C2C(C(=O)C3(C(CC4C(C3C(C(C2(C)C)(CC1OC(=O)C(C(C5=CC=CC=C5)NC(=O)OC(C)(C)C)O)O)OC(=O)C6=CC=CC=C6)(CO4)OC(=O)C)OC)C)OC. Drug 2: CCCCC(=O)OCC(=O)C1(CC(C2=C(C1)C(=C3C(=C2O)C(=O)C4=C(C3=O)C=CC=C4OC)O)OC5CC(C(C(O5)C)O)NC(=O)C(F)(F)F)O. Cell line: A549. Synergy scores: CSS=68.1, Synergy_ZIP=18.1, Synergy_Bliss=17.7, Synergy_Loewe=-1.35, Synergy_HSA=18.7. (2) Drug 1: COC1=C(C=C2C(=C1)N=CN=C2NC3=CC(=C(C=C3)F)Cl)OCCCN4CCOCC4. Drug 2: CC1C(C(CC(O1)OC2CC(OC(C2O)C)OC3=CC4=CC5=C(C(=O)C(C(C5)C(C(=O)C(C(C)O)O)OC)OC6CC(C(C(O6)C)O)OC7CC(C(C(O7)C)O)OC8CC(C(C(O8)C)O)(C)O)C(=C4C(=C3C)O)O)O)O. Cell line: NCI-H322M. Synergy scores: CSS=48.8, Synergy_ZIP=6.64, Synergy_Bliss=6.81, Synergy_Loewe=4.46, Synergy_HSA=6.44. (3) Drug 1: CS(=O)(=O)CCNCC1=CC=C(O1)C2=CC3=C(C=C2)N=CN=C3NC4=CC(=C(C=C4)OCC5=CC(=CC=C5)F)Cl. Drug 2: COCCOC1=C(C=C2C(=C1)C(=NC=N2)NC3=CC=CC(=C3)C#C)OCCOC.Cl. Cell line: PC-3. Synergy scores: CSS=2.08, Synergy_ZIP=0.0267, Synergy_Bliss=2.39, Synergy_Loewe=2.01, Synergy_HSA=1.82.